From a dataset of Catalyst prediction with 721,799 reactions and 888 catalyst types from USPTO. Predict which catalyst facilitates the given reaction. (1) Reactant: Br[CH2:2][C:3]([C:5]1[CH:10]=[CH:9][C:8]([Br:11])=[CH:7][CH:6]=1)=[O:4].[F-:12].[K+].C1OCCOCCOCCOCCOCCOC1. Product: [Br:11][C:8]1[CH:9]=[CH:10][C:5]([C:3](=[O:4])[CH2:2][F:12])=[CH:6][CH:7]=1. The catalyst class is: 10. (2) Reactant: [NH2:1][C:2]1[N:10]=[CH:9][C:8]([Br:11])=[CH:7][C:3]=1[C:4](O)=[O:5].C[CH2:13][N:14](C(C)C)[CH:15](C)C.CN(C(ON1N=NC2C=CC=CC1=2)=[N+](C)C)C.[B-](F)(F)(F)F.CNC. Product: [NH2:1][C:2]1[N:10]=[CH:9][C:8]([Br:11])=[CH:7][C:3]=1[C:4]([N:14]([CH3:15])[CH3:13])=[O:5]. The catalyst class is: 34. (3) Reactant: [NH2:1][C@@H:2]1[CH2:6][N:5]([CH2:7][C:8]2[CH:13]=[CH:12][CH:11]=[CH:10][CH:9]=2)[CH2:4][C@H:3]1[NH:14][C:15](=[O:21])[O:16][C:17]([CH3:20])([CH3:19])[CH3:18].C(N(CC)CC)C.[N+:29]([C:32]1[CH:37]=[CH:36][C:35]([S:38](Cl)(=[O:40])=[O:39])=[CH:34][CH:33]=1)([O-:31])=[O:30]. Product: [CH2:7]([N:5]1[CH2:6][C@@H:2]([NH:1][S:38]([C:35]2[CH:34]=[CH:33][C:32]([N+:29]([O-:31])=[O:30])=[CH:37][CH:36]=2)(=[O:39])=[O:40])[C@H:3]([NH:14][C:15](=[O:21])[O:16][C:17]([CH3:18])([CH3:20])[CH3:19])[CH2:4]1)[C:8]1[CH:13]=[CH:12][CH:11]=[CH:10][CH:9]=1. The catalyst class is: 2. (4) Reactant: C(OC([N:8]1[CH2:14][CH2:13][CH2:12][N:11]([C:15]2[N:23]([CH2:24][C:25]#[C:26][CH3:27])[C:22]3[C:21](=[O:28])[NH:20][CH:19]=[N:18][C:17]=3[C:16]=2[C:29]#[N:30])[CH2:10][CH2:9]1)=O)(C)(C)C.Cl[CH2:32][C:33]1[N:42]=[C:41]([CH3:43])[C:40]2[C:35](=[CH:36][CH:37]=[CH:38][CH:39]=2)[N:34]=1.C(=O)([O-])[O-].[K+].[K+].C(O)(C(F)(F)F)=O. Product: [CH2:24]([N:23]1[C:22]2[C:21](=[O:28])[N:20]([CH2:32][C:33]3[N:42]=[C:41]([CH3:43])[C:40]4[C:35](=[CH:36][CH:37]=[CH:38][CH:39]=4)[N:34]=3)[CH:19]=[N:18][C:17]=2[C:16]([C:29]#[N:30])=[C:15]1[N:11]1[CH2:12][CH2:13][CH2:14][NH:8][CH2:9][CH2:10]1)[C:25]#[C:26][CH3:27]. The catalyst class is: 85.